From a dataset of Forward reaction prediction with 1.9M reactions from USPTO patents (1976-2016). Predict the product of the given reaction. (1) Given the reactants [C:1]([O:5][C:6]([N:8]1[CH2:15][CH:14]2[N:16]([C:17](=[O:20])[CH2:18]Cl)[CH:10]([CH2:11][N:12]([CH2:21][C:22]3[CH:27]=[CH:26][C:25]([F:28])=[CH:24][CH:23]=3)[CH2:13]2)[CH2:9]1)=[O:7])([CH3:4])([CH3:3])[CH3:2].[Cl:29][C:30]1[CH:31]=[CH:32][C:33]([OH:40])=[C:34]([NH:36][C:37](=[O:39])[CH3:38])[CH:35]=1, predict the reaction product. The product is: [C:1]([O:5][C:6]([N:8]1[CH2:15][CH:14]2[N:16]([C:17](=[O:20])[CH2:18][O:40][C:33]3[CH:32]=[CH:31][C:30]([Cl:29])=[CH:35][C:34]=3[NH:36][C:37](=[O:39])[CH3:38])[CH:10]([CH2:11][N:12]([CH2:21][C:22]3[CH:27]=[CH:26][C:25]([F:28])=[CH:24][CH:23]=3)[CH2:13]2)[CH2:9]1)=[O:7])([CH3:2])([CH3:4])[CH3:3]. (2) Given the reactants [CH3:1][S:2][C:3]1[CH:8]=[CH:7][C:6]([C:9]2[N:13]3[CH:14]=[C:15]([C:18]([NH:20][NH2:21])=[O:19])[CH:16]=[CH:17][C:12]3=[N:11][CH:10]=2)=[CH:5][CH:4]=1.[C:22](Cl)(=[O:24])[CH3:23].C(OCC)(=O)C, predict the reaction product. The product is: [C:22]([NH:21][NH:20][C:18]([C:15]1[CH:16]=[CH:17][C:12]2[N:13]([C:9]([C:6]3[CH:7]=[CH:8][C:3]([S:2][CH3:1])=[CH:4][CH:5]=3)=[CH:10][N:11]=2)[CH:14]=1)=[O:19])(=[O:24])[CH3:23]. (3) Given the reactants Cl.[Cl:2][C:3]1[N:4]=[C:5]([C:10]([NH:12][C@H:13]2[CH2:18][CH2:17][NH:16][CH2:15][C@H:14]2[O:19][CH2:20][CH3:21])=[O:11])[NH:6][C:7]=1[CH2:8][CH3:9].Cl[C:23]1[CH:28]=[CH:27][N:26]([C:29]2[S:30][C:31]([C:35]([O:37][CH2:38][CH3:39])=[O:36])=[C:32]([CH3:34])[N:33]=2)[C:25](=[O:40])[CH:24]=1.C(=O)([O-])[O-].[Na+].[Na+], predict the reaction product. The product is: [Cl:2][C:3]1[N:4]=[C:5]([C:10]([NH:12][C@H:13]2[CH2:18][CH2:17][N:16]([C:23]3[CH:28]=[CH:27][N:26]([C:29]4[S:30][C:31]([C:35]([O:37][CH2:38][CH3:39])=[O:36])=[C:32]([CH3:34])[N:33]=4)[C:25](=[O:40])[CH:24]=3)[CH2:15][C@H:14]2[O:19][CH2:20][CH3:21])=[O:11])[NH:6][C:7]=1[CH2:8][CH3:9]. (4) Given the reactants [OH:1][CH:2]([CH:6]([NH:14][C:15](=[O:33])[C:16]1[CH:21]=[CH:20][CH:19]=[N:18][C:17]=1[N:22]1[CH:26]=[CH:25][C:24]([C:27]2[CH:32]=[CH:31][CH:30]=[CH:29][CH:28]=2)=[N:23]1)[CH2:7][C:8]1[CH:13]=[CH:12][CH:11]=[CH:10][CH:9]=1)[C:3]([OH:5])=O.[CH3:34][NH2:35], predict the reaction product. The product is: [OH:1][CH:2]([C:3]([NH:35][CH3:34])=[O:5])[CH:6]([NH:14][C:15](=[O:33])[C:16]1[CH:21]=[CH:20][CH:19]=[N:18][C:17]=1[N:22]1[CH:26]=[CH:25][C:24]([C:27]2[CH:28]=[CH:29][CH:30]=[CH:31][CH:32]=2)=[N:23]1)[CH2:7][C:8]1[CH:13]=[CH:12][CH:11]=[CH:10][CH:9]=1. (5) The product is: [CH3:48][C:26]1[C:25]([C:7]2[CH:6]=[C:5]([CH:10]=[CH:9][CH:8]=2)[C:3]([O:2][CH3:1])=[O:4])=[C:33]2[N:28]([C:27]=1[C:34]([C:36]1[CH:37]=[C:38]3[C:43](=[CH:44][CH:45]=1)[N:42]=[C:41]([CH3:46])[NH:40][C:39]3=[O:47])=[O:35])[CH:29]=[CH:30][CH:31]=[CH:32]2. Given the reactants [CH3:1][O:2][C:3]([C:5]1[CH:6]=[C:7](B(O)O)[CH:8]=[CH:9][CH:10]=1)=[O:4].O.O.P([O-])([O-])([O-])=O.[K+].[K+].[K+].Br[C:25]1[C:26]([CH3:48])=[C:27]([C:34]([C:36]2[CH:37]=[C:38]3[C:43](=[CH:44][CH:45]=2)[N:42]=[C:41]([CH3:46])[NH:40][C:39]3=[O:47])=[O:35])[N:28]2[C:33]=1[CH:32]=[CH:31][CH:30]=[CH:29]2, predict the reaction product.